This data is from Full USPTO retrosynthesis dataset with 1.9M reactions from patents (1976-2016). The task is: Predict the reactants needed to synthesize the given product. (1) The reactants are: [Cl:1][C:2]1[CH:3]=[C:4]([CH:7]=[C:8]([N+:11]([O-:13])=[O:12])[C:9]=1[OH:10])[CH:5]=[O:6].C1(O)C=CC=CC=1.[CH3:21][O:22][C:23](=[O:27])[CH:24](Br)[CH3:25]. Given the product [Cl:1][C:2]1[CH:3]=[C:4]([CH:5]=[O:6])[CH:7]=[C:8]([N+:11]([O-:13])=[O:12])[C:9]=1[O:10][CH:24]([CH3:25])[C:23]([O:22][CH3:21])=[O:27], predict the reactants needed to synthesize it. (2) Given the product [NH:3]1[C:4]2[CH:9]=[CH:8][CH:7]=[CH:6][C:5]=2[N:1]=[C:2]1[C:10]1[CH:11]=[C:12]([N:17]2[CH2:18][CH2:19][CH:20]([C:23]([N:30]3[CH2:31][CH2:32][N:27]([CH3:26])[CH2:28][CH2:29]3)=[O:24])[CH2:21][CH2:22]2)[CH:13]=[CH:14][C:15]=1[Cl:16], predict the reactants needed to synthesize it. The reactants are: [NH:1]1[C:5]2[CH:6]=[CH:7][CH:8]=[CH:9][C:4]=2[N:3]=[C:2]1[C:10]1[CH:11]=[C:12]([N:17]2[CH2:22][CH2:21][CH:20]([C:23](O)=[O:24])[CH2:19][CH2:18]2)[CH:13]=[CH:14][C:15]=1[Cl:16].[CH3:26][N:27]1[CH2:32][CH2:31][NH:30][CH2:29][CH2:28]1. (3) The reactants are: [OH:1][C:2]1[CH:9]=[CH:8][C:5]([CH:6]=O)=[CH:4][CH:3]=1.[NH3:10]. Given the product [NH2:10][CH2:6][C:5]1[CH:8]=[CH:9][C:2]([OH:1])=[CH:3][CH:4]=1, predict the reactants needed to synthesize it. (4) Given the product [CH3:24][N:25]([CH3:26])[C:21]([C:20]1[C:13]2[C:12]([NH:11][C:9]3[CH:8]=[CH:7][C:5]4[NH:6][C:2](=[O:1])[S:3][C:4]=4[CH:10]=3)=[N:17][CH:16]=[N:15][C:14]=2[NH:18][CH:19]=1)=[O:22], predict the reactants needed to synthesize it. The reactants are: [O:1]=[C:2]1[NH:6][C:5]2[CH:7]=[CH:8][C:9]([NH:11][C:12]3[C:13]4[C:20]([C:21](O)=[O:22])=[CH:19][NH:18][C:14]=4[N:15]=[CH:16][N:17]=3)=[CH:10][C:4]=2[S:3]1.[CH3:24][NH:25][CH3:26].